Dataset: Full USPTO retrosynthesis dataset with 1.9M reactions from patents (1976-2016). Task: Predict the reactants needed to synthesize the given product. (1) Given the product [CH2:1]([N:8]1[CH2:12][C@@H:11]([NH:13][CH2:14][C:15]2[CH:20]=[CH:19][C:18]([F:21])=[CH:17][C:16]=2[F:22])[CH2:10][C@H:9]1[C:30]([N:44]1[CH2:43][CH2:42][N:41]([C:36]2[CH:37]=[CH:38][CH:39]=[CH:40][C:35]=2[O:34][CH3:33])[CH2:46][CH2:45]1)=[O:31])[C:2]1[CH:3]=[CH:4][CH:5]=[CH:6][CH:7]=1, predict the reactants needed to synthesize it. The reactants are: [CH2:1]([N:8]1[CH2:12][CH:11]([N:13](C(OC(C)(C)C)=O)[CH2:14][C:15]2[CH:20]=[CH:19][C:18]([F:21])=[CH:17][C:16]=2[F:22])[CH2:10][CH:9]1[C:30](O)=[O:31])[C:2]1[CH:7]=[CH:6][CH:5]=[CH:4][CH:3]=1.[CH3:33][O:34][C:35]1[CH:40]=[CH:39][CH:38]=[CH:37][C:36]=1[N:41]1[CH2:46][CH2:45][NH:44][CH2:43][CH2:42]1. (2) Given the product [C:14]1(=[O:23])[C:15]2[C:20](=[CH:19][CH:18]=[CH:17][CH:16]=2)[C:21](=[O:22])[NH:13]1, predict the reactants needed to synthesize it. The reactants are: NC1C=CC=C2C=1N=C(C1C=CC=CC=1Cl)C(C[N:13]1[C:21](=[O:22])[C:20]3[C:15](=[CH:16][CH:17]=[CH:18][CH:19]=3)[C:14]1=[O:23])=N2.CC(C)=O.Cl.N([O-])=O.[Na+].[I-].[K+]. (3) Given the product [F:1][C:2]1[C:3]([C:12](=[O:20])[C:13]2[CH:18]=[CH:17][CH:16]=[CH:15][C:14]=2[CH3:19])=[C:4]([NH:8][C:9](=[O:11])[CH3:10])[CH:5]=[CH:6][CH:7]=1, predict the reactants needed to synthesize it. The reactants are: [F:1][C:2]1[C:3]([CH:12]([OH:20])[C:13]2[CH:18]=[CH:17][CH:16]=[CH:15][C:14]=2[CH3:19])=[C:4]([NH:8][C:9](=[O:11])[CH3:10])[CH:5]=[CH:6][CH:7]=1. (4) Given the product [N:1]1([CH2:8][CH2:9][O:10][C:11]2[CH:12]=[CH:13][C:14]([C:15]([C:17]3[C:26]4[C:21](=[CH:22][C:23]([O:27][CH3:28])=[CH:24][CH:25]=4)[CH:20]=[CH:19][C:18]=3[C:41]3[CH:42]=[CH:43][C:44]([F:46])=[CH:45][C:40]=3[F:39])=[O:16])=[CH:37][CH:38]=2)[CH2:7][CH2:6][CH2:5][CH2:4][CH2:3][CH2:2]1, predict the reactants needed to synthesize it. The reactants are: [N:1]1([CH2:8][CH2:9][O:10][C:11]2[CH:38]=[CH:37][C:14]([C:15]([C:17]3[C:26]4[C:21](=[CH:22][C:23]([O:27][CH3:28])=[CH:24][CH:25]=4)[CH:20]=[CH:19][C:18]=3OS(C(F)(F)F)(=O)=O)=[O:16])=[CH:13][CH:12]=2)[CH2:7][CH2:6][CH2:5][CH2:4][CH2:3][CH2:2]1.[F:39][C:40]1[CH:45]=[C:44]([F:46])[CH:43]=[CH:42][C:41]=1B(O)O.FC1C=C(F)C=CC=1C1C=CC2C(=CC=C(OC)C=2)C=1C(C1C=CC(OCCN2CCCCC2)=CC=1)=O. (5) The reactants are: [C:1]([C:4]1[C:12]2[C:7](=[CH:8][CH:9]=[C:10]([N:13]=[C:14]=[O:15])[CH:11]=2)[N:6]([CH2:16][C:17]([N:19]2[CH2:23][C@H:22]([F:24])[CH2:21][C@H:20]2[C:25]([NH:27][CH2:28][C:29]2[CH:34]=[CH:33][CH:32]=[C:31]([Cl:35])[C:30]=2[F:36])=[O:26])=[O:18])[CH:5]=1)(=[O:3])[CH3:2].[N-]=C=O.[CH:40]1([OH:43])[CH2:42][CH2:41]1.CCN(CC)CC. Given the product [C:1]([C:4]1[C:12]2[C:7](=[CH:8][CH:9]=[C:10]([NH:13][C:14](=[O:15])[O:43][CH:40]3[CH2:42][CH2:41]3)[CH:11]=2)[N:6]([CH2:16][C:17]([N:19]2[CH2:23][C@H:22]([F:24])[CH2:21][C@H:20]2[C:25](=[O:26])[NH:27][CH2:28][C:29]2[CH:34]=[CH:33][CH:32]=[C:31]([Cl:35])[C:30]=2[F:36])=[O:18])[CH:5]=1)(=[O:3])[CH3:2], predict the reactants needed to synthesize it.